This data is from Peptide-MHC class I binding affinity with 185,985 pairs from IEDB/IMGT. The task is: Regression. Given a peptide amino acid sequence and an MHC pseudo amino acid sequence, predict their binding affinity value. This is MHC class I binding data. (1) The MHC is HLA-A25:01 with pseudo-sequence HLA-A25:01. The binding affinity (normalized) is 0.0847. The peptide sequence is NYNGLLSSI. (2) The peptide sequence is WPVMQWLTA. The MHC is HLA-A02:16 with pseudo-sequence HLA-A02:16. The binding affinity (normalized) is 0.0847.